This data is from Forward reaction prediction with 1.9M reactions from USPTO patents (1976-2016). The task is: Predict the product of the given reaction. (1) Given the reactants [CH3:1][NH:2][CH2:3][CH2:4][C@H:5]([O:11][C:12]1[C:21]2[C:16](=[CH:17][CH:18]=[CH:19][CH:20]=2)[CH:15]=[CH:14][CH:13]=1)[C:6]1[S:7][CH:8]=[CH:9][CH:10]=1.[Cl-:22].[NH4+], predict the reaction product. The product is: [CH3:1][NH:2][CH2:3][CH2:4][C@H:5]([O:11][C:12]1[CH:13]=[CH:14][CH:15]=[C:16]2[CH:17]=[CH:18][CH:19]=[CH:20][C:21]=12)[C:6]1[S:7][CH:8]=[CH:9][CH:10]=1.[ClH:22]. (2) Given the reactants Cl[C:2]1[CH:11]=[C:10]([C:12]#[N:13])[C:9]2[C:4](=[CH:5][CH:6]=[CH:7][CH:8]=2)[N:3]=1.[CH3:14][O:15][C:16](=[O:36])[C:17]1[CH:22]=[CH:21][C:20](B2OC(C)(C)C(C)(C)O2)=[CH:19][C:18]=1[O:32]COC.C(=O)([O-])[O-].[Na+].[Na+].C(COC)OC, predict the reaction product. The product is: [CH3:14][O:15][C:16](=[O:36])[C:17]1[CH:22]=[CH:21][C:20]([C:2]2[CH:11]=[C:10]([C:12]#[N:13])[C:9]3[C:4](=[CH:5][CH:6]=[CH:7][CH:8]=3)[N:3]=2)=[CH:19][C:18]=1[OH:32]. (3) Given the reactants [CH3:1][N:2]([CH3:33])[C:3]1[CH:8]=[CH:7][C:6]([CH2:9][N:10]([C:24]2[CH:29]=[CH:28][C:27]([CH:30]([CH3:32])[CH3:31])=[CH:26][CH:25]=2)[C:11]([CH:13]2[C:22]3[C:17](=[C:18]([OH:23])[CH:19]=[CH:20][CH:21]=3)[CH2:16][CH2:15][CH2:14]2)=[O:12])=[CH:5][CH:4]=1.Br[CH2:35][CH2:36][OH:37], predict the reaction product. The product is: [CH3:1][N:2]([CH3:33])[C:3]1[CH:8]=[CH:7][C:6]([CH2:9][N:10]([C:24]2[CH:29]=[CH:28][C:27]([CH:30]([CH3:31])[CH3:32])=[CH:26][CH:25]=2)[C:11]([CH:13]2[C:22]3[C:17](=[C:18]([O:23][CH2:35][CH2:36][OH:37])[CH:19]=[CH:20][CH:21]=3)[CH2:16][CH2:15][CH2:14]2)=[O:12])=[CH:5][CH:4]=1. (4) Given the reactants C([O-])=O.[NH4+].[C:5]([O:9][C:10]([N:12]1[C:20]2[C:15](=[CH:16][C:17]([N+:21]([O-])=O)=[CH:18][CH:19]=2)[C:14]([C:24]2[CH:29]=[CH:28][CH:27]=[CH:26][CH:25]=2)=[N:13]1)=[O:11])([CH3:8])([CH3:7])[CH3:6].CO, predict the reaction product. The product is: [NH2:21][C:17]1[CH:16]=[C:15]2[C:20](=[CH:19][CH:18]=1)[N:12]([C:10]([O:9][C:5]([CH3:8])([CH3:7])[CH3:6])=[O:11])[N:13]=[C:14]2[C:24]1[CH:25]=[CH:26][CH:27]=[CH:28][CH:29]=1. (5) Given the reactants [Br:1][C:2]1[CH:7]=[CH:6][C:5]([C:8]2[C:12]3[CH:13]=[CH:14][C:15]([OH:17])=[CH:16][C:11]=3[S:10][N:9]=2)=[CH:4][CH:3]=1.[F:18][C:19]([F:32])([F:31])[S:20](O[S:20]([C:19]([F:32])([F:31])[F:18])(=[O:22])=[O:21])(=[O:22])=[O:21], predict the reaction product. The product is: [Br:1][C:2]1[CH:3]=[CH:4][C:5]([C:8]2[C:12]3[CH:13]=[CH:14][C:15]([O:17][S:20]([C:19]([F:32])([F:31])[F:18])(=[O:22])=[O:21])=[CH:16][C:11]=3[S:10][N:9]=2)=[CH:6][CH:7]=1. (6) Given the reactants [CH3:1][N:2]1[CH:6]=[C:5]([C:7]2[C:8]([C:17]([F:20])([F:19])[F:18])=[CH:9][C:10]3[NH:15][CH2:14][CH2:13][O:12][C:11]=3[CH:16]=2)[CH:4]=[N:3]1.Br[C:22]1[C:26]2[CH2:27][N:28]([C:31]([O:33][C:34]([CH3:37])([CH3:36])[CH3:35])=[O:32])[CH2:29][CH2:30][C:25]=2[N:24]([CH:38]2[CH2:43][CH2:42][O:41][CH2:40][CH2:39]2)[N:23]=1.C(O[Na])(C)(C)C.C1(P(C2CCCCC2)C2C=CC=CC=2C2C(OC(C)C)=CC=CC=2OC(C)C)CCCCC1, predict the reaction product. The product is: [CH3:1][N:2]1[CH:6]=[C:5]([C:7]2[C:8]([C:17]([F:18])([F:20])[F:19])=[CH:9][C:10]3[N:15]([C:22]4[C:26]5[CH2:27][N:28]([C:31]([O:33][C:34]([CH3:36])([CH3:37])[CH3:35])=[O:32])[CH2:29][CH2:30][C:25]=5[N:24]([CH:38]5[CH2:39][CH2:40][O:41][CH2:42][CH2:43]5)[N:23]=4)[CH2:14][CH2:13][O:12][C:11]=3[CH:16]=2)[CH:4]=[N:3]1. (7) Given the reactants [CH2:1]([S:3][C:4]1[N:23]=[CH:22][CH:21]=[CH:20][C:5]=1[C:6]([NH:8][C:9]1[C:10]([OH:19])=[N:11][CH:12]=[C:13]([C:15]([F:18])([F:17])[F:16])[CH:14]=1)=O)[CH3:2].N(C(OCCOC)=O)=NC(OCCOC)=O.COCCOC(/N=N/C(OCCOC)=O)=O.C1(P(C2C=CC=CC=2)C2C=CC=CC=2)C=CC=CC=1.[Cl-].[NH4+], predict the reaction product. The product is: [CH2:1]([S:3][C:4]1[C:5]([C:6]2[O:19][C:10]3[C:9]([N:8]=2)=[CH:14][C:13]([C:15]([F:18])([F:17])[F:16])=[CH:12][N:11]=3)=[CH:20][CH:21]=[CH:22][N:23]=1)[CH3:2].